Dataset: Experimentally validated miRNA-target interactions with 360,000+ pairs, plus equal number of negative samples. Task: Binary Classification. Given a miRNA mature sequence and a target amino acid sequence, predict their likelihood of interaction. (1) The miRNA is rno-miR-144-3p with sequence UACAGUAUAGAUGAUGUACU. The protein sequence of the target gene is MTTFRNHCPHLDSVGEITKEDLIQKSLGACQDCKVRGPNLWACLENRCSYVGCGESQVDHSTIHSQETKHYLTVNLTTLRVWCYACSKEVFLDRKLGTPPSLPHVRQPQQTQENSVQDFKIPSNPALKTPMVAVSEDLDIEVEEEDELKARGLTGLKNIGNTCYMNAALQALSNCPPLTQFFLDCGGLARTDKKPAICKSYLKLMTELWHKSRPGSVVPANLFQGIKTVNPTFRGYSQQDAQEFLRCLMDLLHEELKEQVMEMEEEPQTLTSEETVEEEKSQSDVDFQSCESCSSSEKAE.... Result: 0 (no interaction). (2) The miRNA is hsa-miR-3688-5p with sequence AGUGGCAAAGUCUUUCCAUAU. The protein sequence of the target gene is MAQEKMELDLEPDTSYGGTLRRSSSAPLIHGLSDLSQVFQPYTLRTRRNSTTIMSRHSLEEGLDMVNRETAHEREMQTAMQISQSWDESLSLSDSDFDKPEKLYSPKRIDFTPVSPAPSPTRGFGKMFVSSSGLPPSPVPSPRRFSRRSQSPVKCIRPSVLGPLKRKGEMETESQPKRLFQGTTNMLSPDAAQLSDLSSCSDILDGSSSSSGLSSDPLAKGSATAESPVACSNSCSSFILMDDLSPK. Result: 1 (interaction). (3) The miRNA is hsa-miR-548x-3p with sequence UAAAAACUGCAAUUACUUUC. The protein sequence of the target gene is MDSEPSSGTSVSTTASSTTTTTITTSSSRMQQPQISVYSGSDRHAVQVIQQALHRPPSSAAQYLQQMYAAQQQHLMLHTAALQQQHLSSSQLQSLAAVQASLSSGRPSTSPTGSVTQQSSMSQTSILSASPAPAQLMNRSQTSSSTSGSITQQTMLLGSTSPTLTASQAQMYLRAQMLIFTPATTVAAVQSDIPVVSSSPSPSCQSAAAQVQNLTLRSQKLGVLSSSQNGSPKSAGQTQSLTICHNKTTVTSSKISQRDPSPESKKGGSPGLESRSTAVTRTSSIHQLIAPASYSPIQPH.... Result: 0 (no interaction). (4) The miRNA is hsa-miR-4660 with sequence UGCAGCUCUGGUGGAAAAUGGAG. The protein sequence of the target gene is MGTALVQRGGCCLLCLSLLLLGCWAELGSGLEFPGAEGQWTRFPKWNACCESEMSFQLKTRSARGLVLYFDDEGFCDFLELILTRGGRLQLSFSIFCAEPATLLADTPVNDGAWHSVRIRRQFRNTTLYIDRAEAKWVEVKSKRRDMTVFSGLFVGGLPPELRAAALKLTLASVREREPFKGWIRDVRVNSSQALPVDGGEVKLDDEPPNSGGGSPCEAGEEGEGGVCLNGGVCSVVDDQAVCDCSRTGFRGKDCSQEDNNVEGLAHLMMGDQGKSKGKEEYIATFKGSEYFCYDLSQNP.... Result: 0 (no interaction). (5) The miRNA is hsa-miR-1197 with sequence UAGGACACAUGGUCUACUUCU. The protein sequence of the target gene is MHFSTVTRDMEAFAASSLSGLGSPSPGADPFGPREPPPPRYDPCAAVPGAPGPPPPRAYPFAPAPGAAGSSAAESEGPGASRAAAVKAPVKKNPKVASVSVQLEMKALWDEFNQLGTEMIVTKAGRRMFPTFQVKLFGMDPMADYMLLMDFVPVDDKRYRYAFHSSSWLVAGKADPATPGRVHYHPDSPAKGAQWMKQIVSFDKLKLTNNLLDDNGQIILNSMHRYQPRFHVVYVDPRKDSEKYAEENFKTFVFEETRFTAVTAYQNHRITQLKIASNPFAKGFRDCDPEDWPRNHRPGA.... Result: 0 (no interaction). (6) Result: 1 (interaction). The protein sequence of the target gene is MAAAAVVEFQRAQSLLSTDREASIDILHSIVKRDIQENDEEAVQVKEQSILELGSLLAKTGQAAELGGLLKYVRPFLNSISKAKAARLVRSLLDLFLDMEAATGQEVELCLECIEWAKSEKRTFLRQALEARLVSLYFDTKRYQEALHLGSQLLRELKKMDDKALLVEVQLLESKTYHALSNLPKARAALTSARTTANAIYCPPKLQATLDMQSGIIHAAEEKDWKTAYSYFYEAFEGYDSIDSPKAITSLKYMLLCKIMLNTPEDVQALVSGKLALRYAGRQTEALKCVAQASKNRSLA.... The miRNA is hsa-miR-1233-5p with sequence AGUGGGAGGCCAGGGCACGGCA. (7) The miRNA is hsa-miR-3140-5p with sequence ACCUGAAUUACCAAAAGCUUU. The protein sequence of the target gene is MSMSPKHTTPFSVSDILSPLEESYKKVGMEGGGLGAPLAAYRQGQAAPPTAAMQQHAVGHHGAVTAAYHMTAAGVPQLSHSAVGGYCNGNLGNMSELPPYQDTMRNSASGPGWYGANPDPRFPAISRFMGPASGMNMSGMGGLGSLGDVSKNMAPLPSAPRRKRRVLFSQAQVYELERRFKQQKYLSAPEREHLASMIHLTPTQVKIWFQNHRYKMKRQAKDKAAQQQLQQDSGGGGGGGGTGCPQQQQAQQQSPRRVAVPVLVKDGKPCQAGAPAPGAASLQGHAQQQAQHQAQAAQAA.... Result: 0 (no interaction).